Predict hERG channel inhibition at various concentrations. From a dataset of hERG Central: cardiac toxicity at 1µM, 10µM, and general inhibition. (1) The compound is O=C(CSc1nn(-c2ccc(Cl)cc2)c(=S)s1)N1CCN(C(=O)c2ccco2)CC1. Results: hERG_inhib (hERG inhibition (general)): blocker. (2) The drug is Cc1ccc(C(OCCCNC(C)C)c2ccccc2)cc1.Cl. Results: hERG_inhib (hERG inhibition (general)): blocker. (3) The molecule is COc1ccc(S(=O)(=O)N2CCC(N3CCN(c4ccccc4OC)CC3)CC2)cc1. Results: hERG_inhib (hERG inhibition (general)): blocker. (4) The drug is CN(CC(=O)NC1CCN(Cc2ccccc2)CC1)S(=O)(=O)c1ccc(Cl)s1. Results: hERG_inhib (hERG inhibition (general)): blocker. (5) The molecule is CCOC(=O)C1CCN(Cc2ccc(OCc3ccccc3)cc2)CC1.O=C(O)C(=O)O. Results: hERG_inhib (hERG inhibition (general)): blocker. (6) The drug is Cc1cc(SCC(=O)OCC(=O)N2CCN(C(=O)c3ccco3)CC2)c(C)cc1Br. Results: hERG_inhib (hERG inhibition (general)): blocker.